Dataset: Forward reaction prediction with 1.9M reactions from USPTO patents (1976-2016). Task: Predict the product of the given reaction. (1) The product is: [NH2:1][C:2]1[C:7]2=[C:8]([Br:33])[C:9]([C:24]#[N:25])=[C:10]([CH:11]3[CH2:12][CH2:13][N:14]([C:17]([O:19][C:20]([CH3:22])([CH3:21])[CH3:23])=[O:18])[CH2:15][CH2:16]3)[N:6]2[N:5]=[CH:4][N:3]=1. Given the reactants [NH2:1][C:2]1[C:7]2=[CH:8][C:9]([C:24]#[N:25])=[C:10]([CH:11]3[CH2:16][CH2:15][N:14]([C:17]([O:19][C:20]([CH3:23])([CH3:22])[CH3:21])=[O:18])[CH2:13][CH2:12]3)[N:6]2[N:5]=[CH:4][N:3]=1.C1C(=O)N([Br:33])C(=O)C1, predict the reaction product. (2) Given the reactants [Br:1][C:2]1[CH:11]=[C:10]2[C:5]([N:6]=[CH:7][C:8](Cl)=[N:9]2)=[CH:4][CH:3]=1.[CH3:13][N:14]1[CH:18]=[C:17](B2OC(C)(C)C(C)(C)O2)[CH:16]=[N:15]1.C(=O)([O-])[O-].[Na+].[Na+].O, predict the reaction product. The product is: [Br:1][C:2]1[CH:11]=[C:10]2[C:5]([N:6]=[CH:7][C:8]([C:17]3[CH:16]=[N:15][N:14]([CH3:13])[CH:18]=3)=[N:9]2)=[CH:4][CH:3]=1. (3) Given the reactants [CH2:1]([N:4]1[CH:8]=[C:7]([OH:9])[CH:6]=[N:5]1)[CH2:2][CH3:3].Cl[C:11]1[N:12]=[C:13]([OH:21])[C:14]2[CH:20]=[CH:19][N:18]=[CH:17][C:15]=2[N:16]=1, predict the reaction product. The product is: [CH2:1]([N:4]1[CH:8]=[C:7]([O:9][C:11]2[N:12]=[C:13]([OH:21])[C:14]3[CH:20]=[CH:19][N:18]=[CH:17][C:15]=3[N:16]=2)[CH:6]=[N:5]1)[CH2:2][CH3:3]. (4) Given the reactants [Cl:1][C:2]1[N:3]=[CH:4][N:5]([C:7]2[CH:12]=[CH:11][C:10]([NH:13][C:14]3[N:15]=[C:16]([N:30]([CH3:32])[CH3:31])[C:17]4[CH2:23][O:22][CH2:21][CH:20]([C:24]5[CH:29]=[CH:28][CH:27]=[CH:26][CH:25]=5)[C:18]=4[N:19]=3)=[CH:9][C:8]=2[O:33][CH3:34])[CH:6]=1, predict the reaction product. The product is: [Cl:1][C:2]1[N:3]=[CH:4][N:5]([C:7]2[CH:12]=[CH:11][C:10]([NH:13][C:14]3[N:15]=[C:16]([N:30]([CH3:31])[CH3:32])[C:17]4[CH2:23][O:22][CH2:21][C@H:20]([C:24]5[CH:29]=[CH:28][CH:27]=[CH:26][CH:25]=5)[C:18]=4[N:19]=3)=[CH:9][C:8]=2[O:33][CH3:34])[CH:6]=1. (5) Given the reactants C(Cl)(=O)C(Cl)=O.CS(C)=O.[OH:11][CH:12]1[CH2:17][CH2:16][CH:15]([C:18]([O:20][CH2:21][CH3:22])=[O:19])[CH2:14][CH2:13]1, predict the reaction product. The product is: [CH2:21]([O:20][C:18]([CH:15]1[CH2:16][CH2:17][C:12](=[O:11])[CH2:13][CH2:14]1)=[O:19])[CH3:22]. (6) Given the reactants [H-].[Al+3].[Li+].[H-].[H-].[H-].[CH3:7][O:8][CH2:9][CH2:10][O:11][CH2:12][O:13][C:14]1[CH:15]=[C:16]([CH:26]=[CH:27][C:28]=1[CH3:29])[C:17](OCOCCOC)=[O:18].[OH-].[Na+], predict the reaction product. The product is: [CH3:7][O:8][CH2:9][CH2:10][O:11][CH2:12][O:13][C:14]1[CH:15]=[C:16]([CH:26]=[CH:27][C:28]=1[CH3:29])[CH:17]=[O:18]. (7) Given the reactants [CH:1]1([C:4]2[C:5]([CH:17]([CH2:26][C:27]([O-:29])=O)[CH2:18][C:19]([O:21][C:22]([CH3:25])([CH3:24])[CH3:23])=[O:20])=[N:6][O:7][C:8]=2[CH:9]2[CH2:12][CH:11]([CH2:13][CH:14]([CH3:16])[CH3:15])[CH2:10]2)[CH2:3][CH2:2]1.[Cl:30][C:31]1[CH:36]=[CH:35][C:34]([CH3:37])=[CH:33][C:32]=1[NH2:38].C1C=CC2N(O)N=NC=2C=1.CCN=C=NCCCN(C)C.Cl.C(=O)(O)[O-].[Na+], predict the reaction product. The product is: [Cl:30][C:31]1[CH:36]=[CH:35][C:34]([CH3:37])=[CH:33][C:32]=1[NH:38][C:27]([CH2:26][CH:17]([C:5]1[C:4]([CH:1]2[CH2:2][CH2:3]2)=[C:8]([CH:9]2[CH2:10][CH:11]([CH2:13][CH:14]([CH3:16])[CH3:15])[CH2:12]2)[O:7][N:6]=1)[CH2:18][C:19]([O:21][C:22]([CH3:23])([CH3:24])[CH3:25])=[O:20])=[O:29]. (8) Given the reactants Cl.[CH2:2]([N:4]([CH2:8][CH3:9])[CH2:5][CH2:6][SH:7])[CH3:3].[H-].[Na+].[H][H].C[O:15][C:16]([C:18]1[C:27]2[CH2:26][CH2:25][CH2:24][CH2:23][C:22]=2[CH:21]=[CH:20][C:19]=1[NH:28][S:29]([C:32]1[CH:37]=[CH:36][CH:35]=[CH:34][C:33]=1F)(=[O:31])=[O:30])=[O:17], predict the reaction product. The product is: [CH2:2]([N:4]([CH2:8][CH3:9])[CH2:5][CH2:6][S:7][C:33]1[CH:34]=[CH:35][CH:36]=[CH:37][C:32]=1[S:29]([NH:28][C:19]1[CH:20]=[CH:21][C:22]2[CH2:23][CH2:24][CH2:25][CH2:26][C:27]=2[C:18]=1[C:16]([OH:17])=[O:15])(=[O:30])=[O:31])[CH3:3]. (9) Given the reactants [Br:1][C:2]1([Br:25])[CH:12]2[CH:3]1[CH2:4][O:5][C:6]1[C:11]2=[C:10]([F:13])[CH:9]=[C:8]([NH:14]C(=O)C(C)(C)C)[C:7]=1[C:21]([O:23][CH3:24])=[O:22].S(=O)(=O)(O)O.C([O-])([O-])OC, predict the reaction product. The product is: [NH2:14][C:8]1[C:7]([C:21]([O:23][CH3:24])=[O:22])=[C:6]2[C:11]([CH:12]3[C:2]([Br:25])([Br:1])[CH:3]3[CH2:4][O:5]2)=[C:10]([F:13])[CH:9]=1. (10) The product is: [N:29]1([CH2:28]/[CH:27]=[C:22]2/[C:21]3[CH:20]=[N:19][N:18]([C:12]4[CH:17]=[CH:16][CH:15]=[CH:14][CH:13]=4)[C:26]=3[CH2:25][CH2:24][CH2:23]/2)[CH2:34][CH2:33][O:8][CH2:31][CH2:30]1. Given the reactants C1(C)C=CC(S([O-])(=O)=[O:8])=CC=1.[C:12]1([N:18]2[C:26]3[CH2:25][CH2:24][CH2:23][C:22](=[CH:27][CH2:28][N+:29]4[CH:34]=[CH:33]C=[CH:31][CH:30]=4)[C:21]=3[CH:20]=[N:19]2)[CH:17]=[CH:16][CH:15]=[CH:14][CH:13]=1.N1CCOCC1, predict the reaction product.